This data is from Full USPTO retrosynthesis dataset with 1.9M reactions from patents (1976-2016). The task is: Predict the reactants needed to synthesize the given product. (1) Given the product [NH2:2][CH2:1][C:3]([C:6]1[CH:7]=[CH:8][C:9]([C:10]([NH:12][C:13]2[N:14]=[C:15]3[CH:20]=[CH:19][C:18]([C:21]([F:24])([F:23])[F:22])=[CH:17][N:16]3[CH:25]=2)=[O:11])=[CH:26][CH:27]=1)([CH3:4])[CH3:5], predict the reactants needed to synthesize it. The reactants are: [C:1]([C:3]([C:6]1[CH:27]=[CH:26][C:9]([C:10]([NH:12][C:13]2[N:14]=[C:15]3[CH:20]=[CH:19][C:18]([C:21]([F:24])([F:23])[F:22])=[CH:17][N:16]3[CH:25]=2)=[O:11])=[CH:8][CH:7]=1)([CH3:5])[CH3:4])#[N:2]. (2) Given the product [CH:21]1([CH2:20][N:19]([CH2:16][CH2:17][CH3:18])[C:1](=[O:7])[CH2:2][C:3](=[O:4])[CH3:5])[CH2:23][CH2:22]1, predict the reactants needed to synthesize it. The reactants are: [C:1]([O-:7])(=O)[CH2:2][C:3]([CH3:5])=[O:4].[Li+].C(N(CC)CC)C.[CH2:16]([NH:19][CH2:20][CH:21]1[CH2:23][CH2:22]1)[CH2:17][CH3:18].O=C1N(P(Cl)(N2CCOC2=O)=O)CCO1.Cl. (3) Given the product [CH2:3]([O:5][C:6](=[O:12])[CH2:7][NH:8][CH2:9][CH2:10][NH:11][S:28]([C:26]1[S:27][C:23]([C:15]2[CH:16]=[CH:17][C:18]([N+:20]([O-:22])=[O:21])=[CH:19][C:14]=2[Cl:13])=[N:24][N:25]=1)(=[O:30])=[O:29])[CH3:4], predict the reactants needed to synthesize it. The reactants are: Cl.Cl.[CH2:3]([O:5][C:6](=[O:12])[CH2:7][NH:8][CH2:9][CH2:10][NH2:11])[CH3:4].[Cl:13][C:14]1[CH:19]=[C:18]([N+:20]([O-:22])=[O:21])[CH:17]=[CH:16][C:15]=1[C:23]1[S:27][C:26]([S:28](Cl)(=[O:30])=[O:29])=[N:25][N:24]=1. (4) Given the product [Br:32][CH2:11]/[CH:10]=[CH:9]/[C:3]1[CH:4]=[CH:5][CH:6]=[C:7]([Cl:8])[C:2]=1[Cl:1], predict the reactants needed to synthesize it. The reactants are: [Cl:1][C:2]1[C:7]([Cl:8])=[CH:6][CH:5]=[CH:4][C:3]=1/[CH:9]=[CH:10]/[CH2:11]O.C1(P(C2C=CC=CC=2)C2C=CC=CC=2)C=CC=CC=1.[Br:32]C(Br)(Br)Br. (5) Given the product [Br-:28].[C:1]([O:5][C:6]([NH:8][CH:9]([C:21]1[CH:26]=[CH:25][C:24]([CH3:27])=[CH:23][CH:22]=1)[C:10]([O:12][C@@H:13]1[CH:18]2[CH2:17][CH2:16][N+:15]([CH2:29][C:30](=[O:31])[C:32]3[CH:37]=[CH:36][CH:35]=[CH:34][CH:33]=3)([CH2:20][CH2:19]2)[CH2:14]1)=[O:11])=[O:7])([CH3:4])([CH3:3])[CH3:2], predict the reactants needed to synthesize it. The reactants are: [C:1]([O:5][C:6]([NH:8][CH:9]([C:21]1[CH:26]=[CH:25][C:24]([CH3:27])=[CH:23][CH:22]=1)[C:10]([O:12][C@@H:13]1[CH:18]2[CH2:19][CH2:20][N:15]([CH2:16][CH2:17]2)[CH2:14]1)=[O:11])=[O:7])([CH3:4])([CH3:3])[CH3:2].[Br:28][CH2:29][C:30]([C:32]1[CH:37]=[CH:36][CH:35]=[CH:34][CH:33]=1)=[O:31].